Dataset: Full USPTO retrosynthesis dataset with 1.9M reactions from patents (1976-2016). Task: Predict the reactants needed to synthesize the given product. (1) Given the product [CH3:1][N:2]1[CH2:7][CH2:6][N:5]([CH3:8])[CH2:4][CH:3]1[C:9]1[N:13]2[CH:14]=[C:15]([O:30][C@H:23]3[C:24]4[C:29](=[CH:28][CH:27]=[CH:26][CH:25]=4)[C@@H:20]([NH2:19])[CH2:21][CH2:22]3)[CH:16]=[CH:17][C:12]2=[N:11][N:10]=1, predict the reactants needed to synthesize it. The reactants are: [CH3:1][N:2]1[CH2:7][CH2:6][N:5]([CH3:8])[CH2:4][CH:3]1[C:9]1[N:13]2[CH:14]=[C:15](F)[CH:16]=[CH:17][C:12]2=[N:11][N:10]=1.[NH2:19][C@@H:20]1[C:29]2[C:24](=[CH:25][CH:26]=[CH:27][CH:28]=2)[C@H:23]([OH:30])[CH2:22][CH2:21]1.[H-].[Na+].N. (2) The reactants are: [Cl:1][C:2]1[CH:3]=[CH:4][C:5]2[N:11]([CH2:12][C:13]([CH3:17])([CH3:16])[CH2:14][OH:15])[C:10](=[O:18])[C@@H:9]([CH2:19][C:20]([NH:22][CH2:23][CH2:24][CH2:25][C:26]([OH:28])=[O:27])=[O:21])[O:8][C@H:7]([C:29]3[CH:34]=[CH:33][CH:32]=[C:31]([O:35][CH3:36])[C:30]=3[O:37][CH3:38])[C:6]=2[CH:39]=1.N1C=CC=CC=1.[C:46](OCC)(=[O:48])[CH3:47].C(Cl)(=O)C. Given the product [C:46]([O:15][CH2:14][C:13]([CH3:16])([CH3:17])[CH2:12][N:11]1[C:5]2[CH:4]=[CH:3][C:2]([Cl:1])=[CH:39][C:6]=2[C@@H:7]([C:29]2[CH:34]=[CH:33][CH:32]=[C:31]([O:35][CH3:36])[C:30]=2[O:37][CH3:38])[O:8][C@H:9]([CH2:19][C:20]([NH:22][CH2:23][CH2:24][CH2:25][C:26]([OH:28])=[O:27])=[O:21])[C:10]1=[O:18])(=[O:48])[CH3:47], predict the reactants needed to synthesize it. (3) Given the product [C:1]([C:5]1[CH:15]=[C:8]2[N:9]=[CH:10][C:11]([C:13]#[C:14][C:21]3[CH:22]=[C:17]([F:16])[CH:18]=[CH:19][C:20]=3[F:23])=[CH:12][N:7]2[N:6]=1)([CH3:4])([CH3:3])[CH3:2], predict the reactants needed to synthesize it. The reactants are: [C:1]([C:5]1[CH:15]=[C:8]2[N:9]=[CH:10][C:11]([C:13]#[CH:14])=[CH:12][N:7]2[N:6]=1)([CH3:4])([CH3:3])[CH3:2].[F:16][C:17]1[CH:22]=[CH:21][C:20]([F:23])=[CH:19][C:18]=1I. (4) Given the product [CH2:1]([C:17]1[NH:25][C:20]2[C:19]([CH:18]=1)=[CH:24][CH:23]=[CH:22][CH:21]=2)[CH2:2][CH2:3][CH2:4][CH2:5][CH3:6], predict the reactants needed to synthesize it. The reactants are: [CH2:1]=[CH:2][CH2:3][CH2:4][CH2:5][CH3:6].B1C2CCCC1CCC2.Br[C:17](Br)=[CH:18][C:19]1[CH:24]=[CH:23][CH:22]=[CH:21][C:20]=1[NH2:25].[O-]P([O-])([O-])=O.[K+].[K+].[K+].O. (5) Given the product [O:12]([C:19]1[CH:20]=[C:21]([CH:25]=[CH:26][CH:27]=1)[C:22]([NH:1][C:2]1[CH:3]=[C:4]2[C:9](=[CH:10][CH:11]=1)[N:8]=[CH:7][CH:6]=[CH:5]2)=[O:23])[C:13]1[CH:14]=[CH:15][CH:16]=[CH:17][CH:18]=1, predict the reactants needed to synthesize it. The reactants are: [NH2:1][C:2]1[CH:3]=[C:4]2[C:9](=[CH:10][CH:11]=1)[N:8]=[CH:7][CH:6]=[CH:5]2.[O:12]([C:19]1[CH:20]=[C:21]([CH:25]=[CH:26][CH:27]=1)[C:22](O)=[O:23])[C:13]1[CH:18]=[CH:17][CH:16]=[CH:15][CH:14]=1.F[P-](F)(F)(F)(F)F.N1(OC(N(C)C)=[N+](C)C)C2C=CC=CC=2N=N1.C(N(CC)CC)C. (6) Given the product [Br:25][C:26]1[CH:33]=[CH:32][C:31]([O:34][CH3:35])=[CH:30][C:27]=1[CH2:28][O:29][C:20]1[CH:19]=[C:18]([C:7]2[C:6]3[C:11](=[C:2]([Cl:1])[CH:3]=[CH:4][CH:5]=3)[N:10]=[N:9][C:8]=2[C:12]2[CH:17]=[CH:16][CH:15]=[CH:14][CH:13]=2)[CH:23]=[CH:22][CH:21]=1, predict the reactants needed to synthesize it. The reactants are: [Cl:1][C:2]1[CH:3]=[CH:4][CH:5]=[C:6]2[C:11]=1[N:10]=[N:9][C:8]([C:12]1[CH:17]=[CH:16][CH:15]=[CH:14][CH:13]=1)=[C:7]2[C:18]1[CH:19]=[C:20](N)[CH:21]=[CH:22][CH:23]=1.[Br:25][C:26]1[CH:33]=[CH:32][C:31]([O:34][CH3:35])=[CH:30][C:27]=1[CH:28]=[O:29]. (7) Given the product [Cl:24][C:17]1[N:18]=[C:19]2[N:23]([C:16]=1[S:13]([N:6]1[C:7]3[C:12](=[CH:11][CH:10]=[CH:9][CH:8]=3)[C:4]([CH2:3][CH2:2][NH:26][CH3:25])=[CH:5]1)(=[O:14])=[O:15])[CH:22]=[CH:21][S:20]2, predict the reactants needed to synthesize it. The reactants are: Br[CH2:2][CH2:3][C:4]1[C:12]2[C:7](=[CH:8][CH:9]=[CH:10][CH:11]=2)[N:6]([S:13]([C:16]2[N:23]3[C:19]([S:20][CH:21]=[CH:22]3)=[N:18][C:17]=2[Cl:24])(=[O:15])=[O:14])[CH:5]=1.[CH3:25][NH2:26]. (8) Given the product [CH3:1][CH2:2][CH2:3][CH2:4][C:5]1[N:9]([CH2:10][C:11]2[CH:16]=[CH:15][C:14]([C:17]3[CH:18]=[CH:19][CH:20]=[CH:21][C:22]=3[C:23]3[N:27]=[N:26][NH:25][N:24]=3)=[CH:13][CH:12]=2)[C:8]([CH2:47][OH:48])=[C:7]([Cl:49])[N:6]=1, predict the reactants needed to synthesize it. The reactants are: [CH3:1][CH2:2][CH2:3][CH2:4][C:5]1[N:9]([CH2:10][C:11]2[CH:16]=[CH:15][C:14]([C:17]3[C:22]([C:23]4[N:27]=[N:26][N:25](C(C5C=CC=CC=5)(C5C=CC=CC=5)C5C=CC=CC=5)[N:24]=4)=[CH:21][CH:20]=[CH:19][CH:18]=3)=[CH:13][CH:12]=2)[C:8]([CH2:47][OH:48])=[C:7]([Cl:49])[N:6]=1.C1(C)C=CC(S(O)(=O)=O)=CC=1.[OH-].[Na+]. (9) Given the product [F:11][C:9]([F:10])([F:12])[C:7]1[CH:6]=[C:5]([C@@H:13]([N:15]([CH3:37])[C:16]([C@@:18]23[CH2:23][CH:22]2[CH2:21][NH:20][C@H:19]3[C:31]2[CH:32]=[CH:33][CH:34]=[CH:35][CH:36]=2)=[O:17])[CH3:14])[CH:4]=[C:3]([C:2]([F:38])([F:39])[F:1])[CH:8]=1, predict the reactants needed to synthesize it. The reactants are: [F:1][C:2]([F:39])([F:38])[C:3]1[CH:4]=[C:5]([C@@H:13]([N:15]([CH3:37])[C:16]([C@@:18]23[CH2:23][CH:22]2[CH2:21][N:20](CC2C=CC=CC=2)[C@H:19]3[C:31]2[CH:36]=[CH:35][CH:34]=[CH:33][CH:32]=2)=[O:17])[CH3:14])[CH:6]=[C:7]([C:9]([F:12])([F:11])[F:10])[CH:8]=1. (10) The reactants are: [CH:18]1[CH:19]=[CH:14]C(P([C:14]2[CH:19]=[CH:18][CH:17]=[CH:16]C=2)[C:18]2[CH:19]=[CH:14]C=[CH:16][CH:17]=2)=[CH:16][CH:17]=1.[Br:20][C:21]1[CH:26]=[CH:25][CH:24]=[CH:23][C:22]=1I. Given the product [C:16]1([C:22]2[CH:23]=[CH:24][CH:25]=[CH:26][C:21]=2[Br:20])[CH2:17][CH2:18][CH2:19][CH:14]=1, predict the reactants needed to synthesize it.